From a dataset of Catalyst prediction with 721,799 reactions and 888 catalyst types from USPTO. Predict which catalyst facilitates the given reaction. (1) The catalyst class is: 5. Reactant: Cl.Cl.C(O[N:6]=[CH:7][C:8]1[CH:9]=[C:10]2[C:14](=[CH:15][CH:16]=1)[NH:13][N:12]=[C:11]2[C:17]1[CH:18]=[C:19]([C:23]([NH:25][CH:26]2[CH2:34][C:33]3[C:28](=[CH:29][CH:30]=[CH:31][CH:32]=3)[CH2:27]2)=[O:24])[CH:20]=[CH:21][CH:22]=1)C.[NH2:35][NH:36][C:37](=O)[CH2:38][N:39]([CH3:41])[CH3:40].C[O-].[Na+]. Product: [CH3:40][N:39]([CH2:38][C:37]1[N:6]=[C:7]([C:8]2[CH:9]=[C:10]3[C:14](=[CH:15][CH:16]=2)[NH:13][N:12]=[C:11]3[C:17]2[CH:18]=[C:19]([C:23]([NH:25][CH:26]3[CH2:27][C:28]4[C:33](=[CH:32][CH:31]=[CH:30][CH:29]=4)[CH2:34]3)=[O:24])[CH:20]=[CH:21][CH:22]=2)[NH:35][N:36]=1)[CH3:41]. (2) Reactant: C(O[BH-](OC(=O)C)OC(=O)C)(=O)C.[Na+].[CH2:15]([O:17][C:18]([C:20]1[N:21]=[C:22]([C:35]2[CH:40]=[CH:39][C:38]([Cl:41])=[CH:37][CH:36]=2)[N:23]([C:28]2[CH:33]=[CH:32][CH:31]=[CH:30][C:29]=2[Cl:34])[C:24]=1[CH2:25][CH:26]=O)=[O:19])[CH3:16].[CH:42]1([NH2:47])[CH2:46][CH2:45][CH2:44][CH2:43]1.C(O)(=O)C. Product: [CH2:15]([O:17][C:18]([C:20]1[N:21]=[C:22]([C:35]2[CH:36]=[CH:37][C:38]([Cl:41])=[CH:39][CH:40]=2)[N:23]([C:28]2[CH:33]=[CH:32][CH:31]=[CH:30][C:29]=2[Cl:34])[C:24]=1[CH2:25][CH2:26][NH:47][CH:42]1[CH2:46][CH2:45][CH2:44][CH2:43]1)=[O:19])[CH3:16]. The catalyst class is: 26. (3) Reactant: [CH3:1][O:2][C:3]1[CH:4]=[C:5]2[C:10](=[CH:11][C:12]=1[O:13][CH3:14])[N:9]=[CH:8][CH:7]=[C:6]2[O:15][CH2:16][CH2:17][CH2:18][NH2:19].[F:20][C:21]1[CH:26]=[CH:25][C:24]([N:27]=[C:28]=[O:29])=[CH:23][CH:22]=1. Product: [CH3:1][O:2][C:3]1[CH:4]=[C:5]2[C:10](=[CH:11][C:12]=1[O:13][CH3:14])[N:9]=[CH:8][CH:7]=[C:6]2[O:15][CH2:16][CH2:17][CH2:18][NH:19][C:28]([NH:27][C:24]1[CH:25]=[CH:26][C:21]([F:20])=[CH:22][CH:23]=1)=[O:29]. The catalyst class is: 13. (4) Reactant: [CH3:1][C:2]1[C:8]([N+:9]([O-:11])=[O:10])=[CH:7][CH:6]=[CH:5][C:3]=1[NH2:4].C(O)(=O)C.[N:16]([O-])=O.[Na+]. Product: [N+:9]([C:8]1[CH:7]=[CH:6][CH:5]=[C:3]2[C:2]=1[CH:1]=[N:16][NH:4]2)([O-:11])=[O:10]. The catalyst class is: 6. (5) Reactant: [CH:1]1([C:4]2[C:5]([C@@H:17]([CH2:26][CH2:27][CH2:28][OH:29])[CH2:18][C:19]([O:21][C:22]([CH3:25])([CH3:24])[CH3:23])=[O:20])=[N:6][O:7][C:8]=2[CH:9]2[CH2:12][CH:11]([CH2:13][CH:14]([CH3:16])[CH3:15])[CH2:10]2)[CH2:3][CH2:2]1.CC(OI1(OC(C)=O)(OC(C)=O)OC(=O)C2C=CC=CC1=2)=O.C(=O)([O-])O.[Na+].S([O-])([O-])(=O)=S.[Na+].[Na+]. Product: [CH:1]1([C:4]2[C:5]([C@@H:17]([CH2:26][CH2:27][CH:28]=[O:29])[CH2:18][C:19]([O:21][C:22]([CH3:23])([CH3:24])[CH3:25])=[O:20])=[N:6][O:7][C:8]=2[CH:9]2[CH2:10][CH:11]([CH2:13][CH:14]([CH3:16])[CH3:15])[CH2:12]2)[CH2:2][CH2:3]1. The catalyst class is: 22.